Dataset: NCI-60 drug combinations with 297,098 pairs across 59 cell lines. Task: Regression. Given two drug SMILES strings and cell line genomic features, predict the synergy score measuring deviation from expected non-interaction effect. Drug 1: CC=C1C(=O)NC(C(=O)OC2CC(=O)NC(C(=O)NC(CSSCCC=C2)C(=O)N1)C(C)C)C(C)C. Drug 2: CC1=C(C(=O)C2=C(C1=O)N3CC4C(C3(C2COC(=O)N)OC)N4)N. Cell line: OVCAR-4. Synergy scores: CSS=20.2, Synergy_ZIP=-4.07, Synergy_Bliss=2.16, Synergy_Loewe=-10.6, Synergy_HSA=-0.287.